Dataset: Reaction yield outcomes from USPTO patents with 853,638 reactions. Task: Predict the reaction yield, written as a fraction of the theoretical maximum amount of product (1.0 means a 100% yield; for example, 0.34 means a 34% yield). (1) The reactants are [N:1]1[CH:6]=[CH:5][CH:4]=[CH:3][C:2]=1[C:7]([OH:9])=O.CCN=C=NCCCN(C)C.Cl.C1C=CC2N(O)N=NC=2C=1.CCN(C(C)C)C(C)C.[NH2:41][CH:42]([C:48]#[N:49])[C:43]([O:45][CH2:46][CH3:47])=[O:44]. The catalyst is C1COCC1. The product is [C:48]([CH:42]([NH:41][C:7](=[O:9])[C:2]1[CH:3]=[CH:4][CH:5]=[CH:6][N:1]=1)[C:43]([O:45][CH2:46][CH3:47])=[O:44])#[N:49]. The yield is 0.300. (2) The reactants are [CH3:1][C:2]1[CH:7]=[C:6]([O:8][CH:9]([C:11]2[S:15][C:14]([C:16](O)=[O:17])=[CH:13][CH:12]=2)[CH3:10])[CH:5]=[C:4]([CH3:19])[C:3]=1[C:20]1[CH:25]=[CH:24][C:23]([C:26]([F:29])([F:28])[F:27])=[CH:22][CH:21]=1.Cl.[CH3:31][O:32][C:33](=[O:37])[CH2:34][CH2:35][NH2:36].O.ON1C2C=CC=CC=2N=N1.C(N(CC)C(C)C)(C)C.Cl.CN(C)CCCN=C=NCC. The catalyst is CN(C=O)C.O. The product is [CH3:31][O:32][C:33](=[O:37])[CH2:34][CH2:35][NH:36][C:16]([C:14]1[S:15][C:11]([CH:9]([O:8][C:6]2[CH:7]=[C:2]([CH3:1])[C:3]([C:20]3[CH:25]=[CH:24][C:23]([C:26]([F:27])([F:28])[F:29])=[CH:22][CH:21]=3)=[C:4]([CH3:19])[CH:5]=2)[CH3:10])=[CH:12][CH:13]=1)=[O:17]. The yield is 0.750. (3) The catalyst is C1(C)C=CC=CC=1. The yield is 0.740. The product is [CH2:38]([N:45]([OH:46])[C:33]([N:13]1[CH2:14][CH2:15][CH:10]([N:9]([CH2:16][C:17]2[C:22]([CH3:23])=[CH:21][CH:20]=[CH:19][N:18]=2)[CH2:8][C:3]2[C:2]([CH3:1])=[CH:7][CH:6]=[CH:5][N:4]=2)[CH2:11][CH2:12]1)=[O:34])[C:39]1[CH:44]=[CH:43][CH:42]=[CH:41][CH:40]=1. The reactants are [CH3:1][C:2]1[C:3]([CH2:8][N:9]([CH2:16][C:17]2[C:22]([CH3:23])=[CH:21][CH:20]=[CH:19][N:18]=2)[CH:10]2[CH2:15][CH2:14][NH:13][CH2:12][CH2:11]2)=[N:4][CH:5]=[CH:6][CH:7]=1.CCN(C(C)C)C(C)C.[C:33](Cl)(Cl)=[O:34].Cl.[CH2:38]([NH:45][OH:46])[C:39]1[CH:44]=[CH:43][CH:42]=[CH:41][CH:40]=1. (4) The reactants are [OH:1][C:2]1[N:7]=[C:6]([OH:8])[C:5]([C:9]([OH:11])=O)=[CH:4][N:3]=1.O=P(Cl)(Cl)[Cl:14].P(Cl)(Cl)(Cl)(Cl)Cl. No catalyst specified. The product is [OH:1][C:2]1[N:7]=[C:6]([OH:8])[C:5]([C:9]([Cl:14])=[O:11])=[CH:4][N:3]=1. The yield is 1.00. (5) The reactants are [Cl:1][C:2]1[C:7]([N:8]2[CH2:13][CH2:12][CH:11]([C:14]3[CH:19]=[CH:18][CH:17]=[CH:16][C:15]=3[CH3:20])[CH2:10][CH2:9]2)=[CH:6][N:5]=[N:4][C:3]=1[NH:21][NH:22][C:23](=O)[CH2:24][CH:25]1[CH2:27][CH2:26]1.P(Cl)(Cl)(Cl)=O. The catalyst is C(#N)C. The product is [Cl:1][C:2]1[C:3]2[N:4]([C:23]([CH2:24][CH:25]3[CH2:27][CH2:26]3)=[N:22][N:21]=2)[N:5]=[CH:6][C:7]=1[N:8]1[CH2:13][CH2:12][CH:11]([C:14]2[CH:19]=[CH:18][CH:17]=[CH:16][C:15]=2[CH3:20])[CH2:10][CH2:9]1. The yield is 0.0170. (6) The yield is 0.290. The catalyst is [I-].C([N+](CCCC)(CCCC)CCCC)CCC.CS(C)=O. The reactants are Br[C:2]1[CH:3]=[CH:4][C:5]([N+:8]([O-:10])=[O:9])=[N:6][CH:7]=1.Cl.[NH:12]1[CH2:15][CH:14]([OH:16])[CH2:13]1.C(=O)([O-])[O-].[K+].[K+].C(OCC)(=O)C.C([O-])(O)=O.[Na+]. The product is [N+:8]([C:5]1[N:6]=[CH:7][C:2]([N:12]2[CH2:15][CH:14]([OH:16])[CH2:13]2)=[CH:3][CH:4]=1)([O-:10])=[O:9]. (7) The reactants are [NH2:1][C:2]1[CH:7]=[CH:6][C:5]([OH:8])=[C:4]([C:9]2[N:13]([CH3:14])[N:12]=[CH:11][CH:10]=2)[CH:3]=1.Br[CH2:16][CH2:17][NH:18][C:19](=[O:25])[O:20][C:21]([CH3:24])([CH3:23])[CH3:22].C(=O)([O-])[O-].[K+].[K+]. The catalyst is CC(C)=O. The product is [NH2:1][C:2]1[CH:7]=[CH:6][C:5]([O:8][CH2:16][CH2:17][NH:18][C:19](=[O:25])[O:20][C:21]([CH3:24])([CH3:23])[CH3:22])=[C:4]([C:9]2[N:13]([CH3:14])[N:12]=[CH:11][CH:10]=2)[CH:3]=1. The yield is 0.291.